From a dataset of Forward reaction prediction with 1.9M reactions from USPTO patents (1976-2016). Predict the product of the given reaction. Given the reactants [CH3:1][O:2][C:3]1[CH:4]=[CH:5][CH:6]=[C:7]2[C:11]=1[NH:10][CH:9]=[C:8]2[CH2:12][CH2:13][NH2:14].[CH:15]1([CH:18]=O)[CH2:17][CH2:16]1, predict the reaction product. The product is: [CH:15]1([CH2:18][NH:14][CH2:13][CH2:12][C:8]2[C:7]3[C:11](=[C:3]([O:2][CH3:1])[CH:4]=[CH:5][CH:6]=3)[NH:10][CH:9]=2)[CH2:17][CH2:16]1.